Dataset: Catalyst prediction with 721,799 reactions and 888 catalyst types from USPTO. Task: Predict which catalyst facilitates the given reaction. (1) Reactant: [NH:1]1[CH2:8][CH2:7][CH2:6][C@H:2]1[C:3]([OH:5])=[O:4].S(=O)(=O)(O)O.C(O)CCC. Product: [C:3]([OH:5])(=[O:4])[CH2:2][CH2:6][CH3:7].[NH:1]1[CH2:8][CH2:7][CH2:6][C@H:2]1[C:3]([OH:5])=[O:4]. The catalyst class is: 226. (2) The catalyst class is: 4. Product: [Br:16][C:17]1[CH:22]=[CH:21][C:20]([CH:23]2[CH2:1][CH2:24]2)=[C:19]([O:25][CH2:26][CH2:27][CH2:28][O:29][CH3:30])[CH:18]=1. Reactant: [CH2:1]([Zn]CC)C.FC(F)(F)C(O)=O.ICI.[Br:16][C:17]1[CH:22]=[CH:21][C:20]([CH:23]=[CH2:24])=[C:19]([O:25][CH2:26][CH2:27][CH2:28][O:29][CH3:30])[CH:18]=1.